Dataset: Cav3 T-type calcium channel HTS with 100,875 compounds. Task: Binary Classification. Given a drug SMILES string, predict its activity (active/inactive) in a high-throughput screening assay against a specified biological target. The molecule is s1c(N2CCN(C(C(C)C)c3n(nnn3)Cc3occc3)CC2)nc2c1cccc2. The result is 0 (inactive).